From a dataset of Forward reaction prediction with 1.9M reactions from USPTO patents (1976-2016). Predict the product of the given reaction. (1) The product is: [F:1][C:2]1[CH:3]=[CH:4][C:5]2[S:9][CH:8]=[CH:7][C:6]=2[C:13]=1[O:14][CH3:15]. Given the reactants [F:1][C:2]1[CH:3]=[CH:4][C:5]2[S:9][C:8](C(O)=O)=[CH:7][C:6]=2[C:13]=1[O:14][CH3:15].C1CCN2C(=NCCC2)CC1, predict the reaction product. (2) Given the reactants [CH3:1][O:2][C:3]1[CH:4]=[C:5]([CH:11]([C:14](=O)[CH2:15][O:16][CH3:17])[C:12]#[N:13])[CH:6]=[CH:7][C:8]=1[O:9][CH3:10].Cl.Cl.[NH2:21][NH2:22].C(=O)(O)[O-].[Na+].[Cl:28][C:29]1[CH:30]=[C:31]([CH:34]=[CH:35][C:36]=1[OH:37])[CH:32]=O.FC(F)(F)C(O)=O, predict the reaction product. The product is: [ClH:28].[CH3:10][O:9][C:8]1[C:3]([O:2][CH3:1])=[CH:4][C:5]2[C:11]3[C:14]([CH2:15][O:16][CH3:17])=[N:22][NH:21][C:12]=3[N:13]=[C:32]([C:31]3[CH:34]=[CH:35][C:36]([OH:37])=[C:29]([Cl:28])[CH:30]=3)[C:6]=2[CH:7]=1.